Regression. Given two drug SMILES strings and cell line genomic features, predict the synergy score measuring deviation from expected non-interaction effect. From a dataset of NCI-60 drug combinations with 297,098 pairs across 59 cell lines. (1) Synergy scores: CSS=42.4, Synergy_ZIP=-6.69, Synergy_Bliss=-5.89, Synergy_Loewe=-6.95, Synergy_HSA=-1.61. Cell line: SF-539. Drug 1: CN(CCCl)CCCl.Cl. Drug 2: CCN(CC)CCCC(C)NC1=C2C=C(C=CC2=NC3=C1C=CC(=C3)Cl)OC. (2) Drug 1: C1=NC2=C(N1)C(=S)N=C(N2)N. Drug 2: C1=NC2=C(N=C(N=C2N1C3C(C(C(O3)CO)O)F)Cl)N. Cell line: RXF 393. Synergy scores: CSS=7.99, Synergy_ZIP=-5.99, Synergy_Bliss=-3.27, Synergy_Loewe=-3.99, Synergy_HSA=-2.44. (3) Synergy scores: CSS=13.7, Synergy_ZIP=-4.48, Synergy_Bliss=0.881, Synergy_Loewe=-9.31, Synergy_HSA=0.554. Drug 1: CC1=C(C=C(C=C1)NC2=NC=CC(=N2)N(C)C3=CC4=NN(C(=C4C=C3)C)C)S(=O)(=O)N.Cl. Cell line: A549. Drug 2: CS(=O)(=O)CCNCC1=CC=C(O1)C2=CC3=C(C=C2)N=CN=C3NC4=CC(=C(C=C4)OCC5=CC(=CC=C5)F)Cl. (4) Drug 1: CC12CCC(CC1=CCC3C2CCC4(C3CC=C4C5=CN=CC=C5)C)O. Drug 2: CS(=O)(=O)OCCCCOS(=O)(=O)C. Cell line: UO-31. Synergy scores: CSS=5.04, Synergy_ZIP=8.51, Synergy_Bliss=8.06, Synergy_Loewe=1.93, Synergy_HSA=9.04. (5) Cell line: LOX IMVI. Drug 1: CN(CC1=CN=C2C(=N1)C(=NC(=N2)N)N)C3=CC=C(C=C3)C(=O)NC(CCC(=O)O)C(=O)O. Drug 2: COCCOC1=C(C=C2C(=C1)C(=NC=N2)NC3=CC=CC(=C3)C#C)OCCOC.Cl. Synergy scores: CSS=59.1, Synergy_ZIP=5.27, Synergy_Bliss=3.38, Synergy_Loewe=-11.6, Synergy_HSA=1.26. (6) Drug 1: CC1OCC2C(O1)C(C(C(O2)OC3C4COC(=O)C4C(C5=CC6=C(C=C35)OCO6)C7=CC(=C(C(=C7)OC)O)OC)O)O. Drug 2: B(C(CC(C)C)NC(=O)C(CC1=CC=CC=C1)NC(=O)C2=NC=CN=C2)(O)O. Cell line: SK-MEL-2. Synergy scores: CSS=28.5, Synergy_ZIP=-7.55, Synergy_Bliss=-0.799, Synergy_Loewe=1.14, Synergy_HSA=1.16. (7) Drug 1: CC1C(C(CC(O1)OC2CC(CC3=C2C(=C4C(=C3O)C(=O)C5=C(C4=O)C(=CC=C5)OC)O)(C(=O)C)O)N)O.Cl. Drug 2: CN(CCCl)CCCl.Cl. Cell line: IGROV1. Synergy scores: CSS=37.5, Synergy_ZIP=-5.73, Synergy_Bliss=6.02, Synergy_Loewe=-7.12, Synergy_HSA=8.17. (8) Drug 1: CS(=O)(=O)CCNCC1=CC=C(O1)C2=CC3=C(C=C2)N=CN=C3NC4=CC(=C(C=C4)OCC5=CC(=CC=C5)F)Cl. Drug 2: N.N.Cl[Pt+2]Cl. Cell line: NCI-H226. Synergy scores: CSS=19.4, Synergy_ZIP=-5.08, Synergy_Bliss=-1.78, Synergy_Loewe=1.27, Synergy_HSA=1.91. (9) Drug 1: CC1=C(C(=CC=C1)Cl)NC(=O)C2=CN=C(S2)NC3=CC(=NC(=N3)C)N4CCN(CC4)CCO. Drug 2: C1C(C(OC1N2C=NC(=NC2=O)N)CO)O. Cell line: MDA-MB-231. Synergy scores: CSS=10.5, Synergy_ZIP=-4.12, Synergy_Bliss=0.791, Synergy_Loewe=-2.99, Synergy_HSA=0.164.